This data is from Full USPTO retrosynthesis dataset with 1.9M reactions from patents (1976-2016). The task is: Predict the reactants needed to synthesize the given product. (1) Given the product [CH3:17][C:16]([S@@:14]([N:13]1[CH2:2][CH2:3][CH2:4][C@@H:5]1[C:6]1[CH:11]=[CH:10][C:9]([OH:12])=[CH:8][CH:7]=1)=[O:15])([CH3:19])[CH3:18], predict the reactants needed to synthesize it. The reactants are: Cl[CH2:2][CH2:3][CH2:4]/[C:5](=[N:13]\[S@:14]([C:16]([CH3:19])([CH3:18])[CH3:17])=[O:15])/[C:6]1[CH:11]=[CH:10][C:9]([OH:12])=[CH:8][CH:7]=1. (2) Given the product [CH3:14][C@H:15]([CH2:19][CH:20]=[CH2:21])[C:16]([O:1][C@H:2]1[CH2:6][CH2:5][CH2:4][C@@H:3]1[NH:7][C:8](=[O:13])[CH2:9][CH2:10][CH:11]=[CH2:12])=[O:17], predict the reactants needed to synthesize it. The reactants are: [OH:1][C@H:2]1[CH2:6][CH2:5][CH2:4][C@@H:3]1[NH:7][C:8](=[O:13])[CH2:9][CH2:10][CH:11]=[CH2:12].[CH3:14][C@H:15]([CH2:19][CH:20]=[CH2:21])[C:16](O)=[O:17].CCOC(C)=O.CCCCCC. (3) The reactants are: [CH3:1][Si:2]([CH3:18])([CH3:17])[CH2:3][CH2:4][O:5][CH2:6][N:7]1[C:11]2[CH:12]=[N:13][NH:14][C:15](=[O:16])[C:10]=2[CH:9]=[CH:8]1.[H-].[Na+].[CH3:21][Si:22]([CH3:29])([CH3:28])[CH2:23][CH2:24][O:25][CH2:26]Cl.[Cl-].[NH4+]. Given the product [CH3:1][Si:2]([CH3:18])([CH3:17])[CH2:3][CH2:4][O:5][CH2:6][N:7]1[C:11]2[CH:12]=[N:13][N:14]([CH2:26][O:25][CH2:24][CH2:23][Si:22]([CH3:29])([CH3:28])[CH3:21])[C:15](=[O:16])[C:10]=2[CH:9]=[CH:8]1, predict the reactants needed to synthesize it. (4) The reactants are: C([O:3][C:4](=[O:35])[CH2:5][N:6]1[N:10]=[N:9][C:8]([C:11]2[S:12][C:13]3[N:14]=[C:15]([N:20]4[CH2:25][CH2:24][CH:23]([O:26][C:27]5[CH:32]=[C:31]([F:33])[CH:30]=[CH:29][C:28]=5[Br:34])[CH2:22][CH2:21]4)[N:16]=[CH:17][C:18]=3[N:19]=2)=[N:7]1)C.[OH-].[Na+]. Given the product [Br:34][C:28]1[CH:29]=[CH:30][C:31]([F:33])=[CH:32][C:27]=1[O:26][CH:23]1[CH2:24][CH2:25][N:20]([C:15]2[N:16]=[CH:17][C:18]3[N:19]=[C:11]([C:8]4[N:9]=[N:10][N:6]([CH2:5][C:4]([OH:35])=[O:3])[N:7]=4)[S:12][C:13]=3[N:14]=2)[CH2:21][CH2:22]1, predict the reactants needed to synthesize it. (5) Given the product [Cl:1][C:2]1[CH:3]=[C:4]([CH:18]=[CH:19][C:20]=1[Cl:21])[CH2:5][C:6]1[C:7](=[O:9])[NH:27][C:25]([CH2:24][OH:23])=[N:26][C:12]=1[C:13]([F:14])([F:15])[F:16], predict the reactants needed to synthesize it. The reactants are: [Cl:1][C:2]1[CH:3]=[C:4]([CH:18]=[CH:19][C:20]=1[Cl:21])[CH2:5][CH:6]([C:12](=O)[C:13]([F:16])([F:15])[F:14])[C:7]([O:9]CC)=O.Cl.[OH:23][CH2:24][C:25](=[NH:27])[NH2:26].C(N(CC)C(C)C)(C)C.